This data is from Forward reaction prediction with 1.9M reactions from USPTO patents (1976-2016). The task is: Predict the product of the given reaction. (1) Given the reactants [CH:1]1([N:6]2[C:10]([NH2:11])=[C:9]([C:12]([O:14]N3C4=NC=CC=C4N=N3)=O)[C:8]([CH3:24])=[N:7]2)[CH2:5][CH2:4][CH2:3][CH2:2]1.Cl.[NH2:26][CH2:27][C:28]([C:30]1[CH:35]=[CH:34][CH:33]=[CH:32][CH:31]=1)=O.CCN(CC)CC, predict the reaction product. The product is: [CH:1]1([N:6]2[C:10]3[N:11]=[C:28]([C:30]4[CH:35]=[CH:34][CH:33]=[CH:32][CH:31]=4)[CH2:27][NH:26][C:12](=[O:14])[C:9]=3[C:8]([CH3:24])=[N:7]2)[CH2:2][CH2:3][CH2:4][CH2:5]1. (2) Given the reactants [Br:1][C:2]1[CH:3]=[CH:4][C:5]([C:11]([N:13]([CH:17]([CH3:19])[CH3:18])[CH:14]([CH3:16])[CH3:15])=[O:12])=[C:6](B(O)O)[CH:7]=1.[CH2:20]([O:24][C:25]1[C:30](I)=[C:29]([NH2:32])[CH:28]=[C:27]([CH3:33])[N:26]=1)[CH2:21][CH2:22][CH3:23].C([O-])([O-])=O.[Cs+].[Cs+], predict the reaction product. The product is: [NH2:32][C:29]1[CH:28]=[C:27]([CH3:33])[N:26]=[C:25]([O:24][CH2:20][CH2:21][CH2:22][CH3:23])[C:30]=1[C:6]1[CH:7]=[C:2]([Br:1])[CH:3]=[CH:4][C:5]=1[C:11]([N:13]([CH:17]([CH3:19])[CH3:18])[CH:14]([CH3:16])[CH3:15])=[O:12]. (3) Given the reactants [OH-].[Na+].C[O:4][C:5](=[O:39])[CH2:6][C@H:7]1[C:11]2[CH:12]=[CH:13][C:14]([O:16][C@H:17]3[C:25]4[C:20](=[C:21]([O:27][C:28]5[CH:33]=[CH:32][C:31]([O:34][CH2:35][CH2:36][O:37][CH3:38])=[CH:30][CH:29]=5)[CH:22]=[CH:23][C:24]=4[F:26])[CH2:19][CH2:18]3)=[CH:15][C:10]=2[O:9][CH2:8]1, predict the reaction product. The product is: [F:26][C:24]1[CH:23]=[CH:22][C:21]([O:27][C:28]2[CH:29]=[CH:30][C:31]([O:34][CH2:35][CH2:36][O:37][CH3:38])=[CH:32][CH:33]=2)=[C:20]2[C:25]=1[C@H:17]([O:16][C:14]1[CH:13]=[CH:12][C:11]3[C@H:7]([CH2:6][C:5]([OH:39])=[O:4])[CH2:8][O:9][C:10]=3[CH:15]=1)[CH2:18][CH2:19]2. (4) Given the reactants C(N(CC)CC)C.[O:8]1[CH2:13][CH2:12][CH2:11][CH2:10][CH:9]1[O:14][CH2:15][CH2:16][N:17]1[C:25]2[C:20](=[CH:21][CH:22]=[CH:23][CH:24]=2)[C:19]([CH:26]=[O:27])=[N:18]1.[CH:28](=[N:35][C:36]1[CH:41]=[CH:40][CH:39]=[C:38]([O:42][CH3:43])[CH:37]=1)[C:29]1[CH:34]=[CH:33][CH:32]=[CH:31][CH:30]=1, predict the reaction product. The product is: [CH3:43][O:42][C:38]1[CH:37]=[C:36]([NH:35][CH:28]([C:29]2[CH:34]=[CH:33][CH:32]=[CH:31][CH:30]=2)[C:26]([C:19]2[C:20]3[C:25](=[CH:24][CH:23]=[CH:22][CH:21]=3)[N:17]([CH2:16][CH2:15][O:14][CH:9]3[CH2:10][CH2:11][CH2:12][CH2:13][O:8]3)[N:18]=2)=[O:27])[CH:41]=[CH:40][CH:39]=1.[OH:14][CH2:15][CH2:16][N:17]1[C:25]2[C:20](=[CH:21][CH:22]=[CH:23][CH:24]=2)[C:19]([C:26](=[O:27])[CH:28]([NH:35][C:36]2[CH:41]=[CH:40][CH:39]=[C:38]([O:42][CH3:43])[CH:37]=2)[C:29]2[CH:30]=[CH:31][CH:32]=[CH:33][CH:34]=2)=[N:18]1. (5) Given the reactants C([O:5][C:6](=[O:34])[C:7]1[CH:12]=[CH:11][CH:10]=[C:9]([NH:13][CH2:14][CH2:15][N:16]2[C:25]3[C:20]([C:21](=[O:27])[NH:22][C:23](=[O:26])[N:24]=3)=[N:19][C:18]3[CH:28]=[C:29]([CH3:33])[C:30]([CH3:32])=[CH:31][C:17]2=3)[CH:8]=1)(C)(C)C.FC(F)(F)C(O)=O, predict the reaction product. The product is: [CH3:33][C:29]1[C:30]([CH3:32])=[CH:31][C:17]2[N:16]([CH2:15][CH2:14][NH:13][C:9]3[CH:8]=[C:7]([CH:12]=[CH:11][CH:10]=3)[C:6]([OH:34])=[O:5])[C:25]3[C:20]([C:21](=[O:27])[NH:22][C:23](=[O:26])[N:24]=3)=[N:19][C:18]=2[CH:28]=1. (6) Given the reactants [Br-:1].[CH2:2]([NH+:14]([CH3:16])[CH3:15])[CH2:3][CH2:4][CH2:5][CH2:6][CH2:7][CH2:8][CH2:9][CH2:10][CH2:11]CC, predict the reaction product. The product is: [CH3:2][CH2:3][CH2:4][CH2:5][CH2:6][CH2:7][CH2:8][CH2:9][CH2:10][CH2:11][N+:14]([CH2:2][CH2:3][CH2:4][CH2:5][CH2:6][CH2:7][CH2:8][CH2:9][CH2:10][CH3:11])([CH3:15])[CH3:16].[Br-:1].